Dataset: Reaction yield outcomes from USPTO patents with 853,638 reactions. Task: Predict the reaction yield, written as a fraction of the theoretical maximum amount of product (1.0 means a 100% yield; for example, 0.34 means a 34% yield). (1) The reactants are C[Si](C)(C)N[Si](C)(C)C.[Na].[CH:11]([C@H:14]1[CH2:18][O:17][C:16](=[O:19])[N:15]1[C:20](=[O:28])[CH2:21][CH2:22][CH2:23][CH2:24][C:25]([CH3:27])=[CH2:26])([CH3:13])[CH3:12].I[CH3:30]. The catalyst is C1COCC1. The product is [CH3:30][C@@H:21]([CH2:22][CH2:23][CH2:24][C:25]([CH3:27])=[CH2:26])[C:20]([N:15]1[C@@H:14]([CH:11]([CH3:13])[CH3:12])[CH2:18][O:17][C:16]1=[O:19])=[O:28]. The yield is 0.850. (2) The reactants are BrCCBr.Cl[Si](C)(C)C.[CH3:10][C:11]([O:14][C:15]([NH:17][C@@H:18]([CH2:28]I)[CH2:19][CH2:20][C:21]([O:23][C:24]([CH3:27])([CH3:26])[CH3:25])=[O:22])=[O:16])([CH3:13])[CH3:12].C1(C)C=CC=CC=1P(C1C=CC=CC=1C)C1C=CC=CC=1C.I[C:53]1[CH:58]=[CH:57][C:56]([C:59]2[N:60]=[C:61]3[C:66]([CH3:67])=[CH:65][CH:64]=[CH:63][N:62]3[CH:68]=2)=[CH:55][CH:54]=1. The catalyst is CN(C=O)C.CCOC(C)=O.[Zn].C1C=CC(/C=C/C(/C=C/C2C=CC=CC=2)=O)=CC=1.C1C=CC(/C=C/C(/C=C/C2C=CC=CC=2)=O)=CC=1.C1C=CC(/C=C/C(/C=C/C2C=CC=CC=2)=O)=CC=1.[Pd].[Pd]. The product is [CH3:10][C:11]([O:14][C:15]([NH:17][C@@H:18]([CH2:28][C:53]1[CH:58]=[CH:57][C:56]([C:59]2[N:60]=[C:61]3[C:66]([CH3:67])=[CH:65][CH:64]=[CH:63][N:62]3[CH:68]=2)=[CH:55][CH:54]=1)[CH2:19][CH2:20][C:21]([O:23][C:24]([CH3:27])([CH3:26])[CH3:25])=[O:22])=[O:16])([CH3:13])[CH3:12]. The yield is 0.900.